Dataset: Peptide-MHC class I binding affinity with 185,985 pairs from IEDB/IMGT. Task: Regression. Given a peptide amino acid sequence and an MHC pseudo amino acid sequence, predict their binding affinity value. This is MHC class I binding data. (1) The peptide sequence is YVIEPAAGL. The MHC is HLA-C12:03 with pseudo-sequence HLA-C12:03. The binding affinity (normalized) is 0.710. (2) The peptide sequence is WFQRIPLQW. The MHC is HLA-A02:12 with pseudo-sequence HLA-A02:12. The binding affinity (normalized) is 0.0847.